The task is: Predict the reactants needed to synthesize the given product.. This data is from Full USPTO retrosynthesis dataset with 1.9M reactions from patents (1976-2016). Given the product [ClH:18].[CH3:20][O:14][C:13](=[O:15])[C@@H:2]([CH2:3][C:4]1[C:12]2[C:7](=[CH:8][CH:9]=[CH:10][CH:11]=2)[NH:6][CH:5]=1)[NH2:1], predict the reactants needed to synthesize it. The reactants are: [NH2:1][C@@H:2]([C:13]([OH:15])=[O:14])[CH2:3][C:4]1[C:12]2[C:7](=[CH:8][CH:9]=[CH:10][CH:11]=2)[NH:6][CH:5]=1.O=S(Cl)[Cl:18].[CH3:20]O.